Predict the reaction yield, written as a fraction of the theoretical maximum amount of product (1.0 means a 100% yield; for example, 0.34 means a 34% yield). From a dataset of Reaction yield outcomes from USPTO patents with 853,638 reactions. (1) The reactants are [F:1][C:2]1[CH:7]=[CH:6][C:5]([C:8]2[C:12]([C:13](O)=[O:14])=[CH:11][O:10][N:9]=2)=[CH:4][CH:3]=1.C(N(CC)CC)C.C(OC(Cl)=O)C.[BH4-].[Na+]. The catalyst is C1COCC1.O.[OH-].[Na+]. The product is [F:1][C:2]1[CH:3]=[CH:4][C:5]([C:8]2[C:12]([CH2:13][OH:14])=[CH:11][O:10][N:9]=2)=[CH:6][CH:7]=1. The yield is 0.540. (2) The yield is 0.500. The product is [NH:24]([C:2]1[C:3]([N:16]2[CH2:21][CH2:20][N:19]([CH3:22])[CH2:18][CH2:17]2)=[N:4][C:5]2[C:10]([N:11]=1)=[CH:9][C:8]([C:12]([F:15])([F:14])[F:13])=[CH:7][CH:6]=2)[NH2:25]. The reactants are Cl[C:2]1[C:3]([N:16]2[CH2:21][CH2:20][N:19]([CH3:22])[CH2:18][CH2:17]2)=[N:4][C:5]2[C:10]([N:11]=1)=[CH:9][C:8]([C:12]([F:15])([F:14])[F:13])=[CH:7][CH:6]=2.O.[NH2:24][NH2:25]. The catalyst is CCO. (3) The reactants are [CH2:1]([NH:4][C:5]1[N:6]=[C:7]([NH2:15])[C:8]2[S:13][CH:12]=[C:11]([CH3:14])[C:9]=2[N:10]=1)[CH:2]=[CH2:3].C(N(CC)CC)C.[C:23](Cl)(=[O:28])[C:24]([CH3:27])([CH3:26])[CH3:25].C(OCC)(=O)C.CCCCCC. The catalyst is ClCCl. The product is [CH2:1]([NH:4][C:5]1[N:6]=[C:7]([NH:15][C:23](=[O:28])[C:24]([CH3:27])([CH3:26])[CH3:25])[C:8]2[S:13][CH:12]=[C:11]([CH3:14])[C:9]=2[N:10]=1)[CH:2]=[CH2:3]. The yield is 0.435. (4) The reactants are [Cl:1][C:2]1[CH:7]=[CH:6][C:5]([C:8]2[C:14]3[CH:15]=[C:16]([O:19][CH3:20])[CH:17]=[CH:18][C:13]=3[N:12]3[C:21]([CH3:24])=[N:22][N:23]=[C:11]3[C@H:10]([CH2:25][C:26]([OH:28])=O)[N:9]=2)=[CH:4][CH:3]=1.CCN=C=NCCCN(C)C.C1C=CC2N(O)N=NC=2C=1.[NH2:50][CH2:51][CH2:52][O:53][CH2:54][CH2:55][O:56][CH2:57][CH2:58][O:59][CH2:60][CH2:61][O:62][CH2:63][CH2:64][O:65][CH2:66][CH2:67][O:68][CH2:69][CH2:70][O:71][CH2:72][CH2:73][NH:74][C:75](=[O:81])[O:76][C:77]([CH3:80])([CH3:79])[CH3:78]. The catalyst is C(Cl)Cl.CN(C1C=CN=CC=1)C. The product is [Cl:1][C:2]1[CH:7]=[CH:6][C:5]([C:8]2[C:14]3[CH:15]=[C:16]([O:19][CH3:20])[CH:17]=[CH:18][C:13]=3[N:12]3[C:21]([CH3:24])=[N:22][N:23]=[C:11]3[C@H:10]([CH2:25][C:26](=[O:28])[NH:50][CH2:51][CH2:52][O:53][CH2:54][CH2:55][O:56][CH2:57][CH2:58][O:59][CH2:60][CH2:61][O:62][CH2:63][CH2:64][O:65][CH2:66][CH2:67][O:68][CH2:69][CH2:70][O:71][CH2:72][CH2:73][NH:74][C:75](=[O:81])[O:76][C:77]([CH3:79])([CH3:78])[CH3:80])[N:9]=2)=[CH:4][CH:3]=1. The yield is 0.749. (5) The reactants are [CH2:1]([O:3][C:4]1[CH:9]=[CH:8][C:7]([C:10]2[CH:15]=[CH:14][C:13]([CH:16]=[CH:17][O:18]C)=[C:12]([F:20])[C:11]=2[F:21])=[C:6]([F:22])[C:5]=1[F:23])[CH3:2].Cl.O. The catalyst is CC(C)=O. The product is [CH2:1]([O:3][C:4]1[CH:9]=[CH:8][C:7]([C:10]2[CH:15]=[CH:14][C:13]([CH2:16][CH:17]=[O:18])=[C:12]([F:20])[C:11]=2[F:21])=[C:6]([F:22])[C:5]=1[F:23])[CH3:2]. The yield is 0.972.